This data is from Full USPTO retrosynthesis dataset with 1.9M reactions from patents (1976-2016). The task is: Predict the reactants needed to synthesize the given product. (1) Given the product [NH2:1][C:2]1[C:10]2[C:5](=[C:6]([OH:29])[CH:7]=[CH:8][C:9]=2[C:11]2[CH:16]=[CH:15][C:14]([NH:17][C:18]([NH:20][C:21]3[CH:26]=[C:25]([CH3:27])[CH:24]=[CH:23][C:22]=3[F:28])=[O:19])=[CH:13][CH:12]=2)[NH:4][N:3]=1, predict the reactants needed to synthesize it. The reactants are: [NH2:1][C:2]1[C:10]2[C:5](=[C:6]([O:29]COC)[CH:7]=[CH:8][C:9]=2[C:11]2[CH:16]=[CH:15][C:14]([NH:17][C:18]([NH:20][C:21]3[CH:26]=[C:25]([CH3:27])[CH:24]=[CH:23][C:22]=3[F:28])=[O:19])=[CH:13][CH:12]=2)[NH:4][N:3]=1.Cl.CO.C1COCC1. (2) The reactants are: N1C=CC=CC=1.[C:7](Cl)(=[O:14])[C:8]1[CH:13]=[CH:12][CH:11]=[CH:10][CH:9]=1.[O:16]1[C:20]2[CH:21]=[CH:22][CH:23]=[CH:24][C:19]=2[CH:18]=[C:17]1[C:25]1[O:30][C:29](=[O:31])[C:28]([CH3:32])=[C:27]([OH:33])[C:26]=1[CH3:34].OS([O-])(=O)=O.[K+]. Given the product [O:16]1[C:20]2[CH:21]=[CH:22][CH:23]=[CH:24][C:19]=2[CH:18]=[C:17]1[C:25]1[O:30][C:29](=[O:31])[C:28]([CH3:32])=[C:27]([O:33][C:7](=[O:14])[C:8]2[CH:13]=[CH:12][CH:11]=[CH:10][CH:9]=2)[C:26]=1[CH3:34], predict the reactants needed to synthesize it. (3) Given the product [N:25]([CH2:19][C@@H:4]1[O:3][C:2](=[O:1])[N:6]([C:7]2[CH:8]=[CH:9][C:10]3[CH2:16][CH2:15][CH2:14][C:13](=[O:17])[CH2:12][C:11]=3[CH:18]=2)[CH2:5]1)=[N+:26]=[N-:27], predict the reactants needed to synthesize it. The reactants are: [O:1]=[C:2]1[N:6]([C:7]2[CH:8]=[CH:9][C:10]3[CH2:16][CH2:15][CH2:14][C:13](=[O:17])[CH2:12][C:11]=3[CH:18]=2)[CH2:5][C@H:4]([CH2:19]OS(C)(=O)=O)[O:3]1.[N-:25]=[N+:26]=[N-:27].[Na+].CN(C)C=O.